Predict the product of the given reaction. From a dataset of Forward reaction prediction with 1.9M reactions from USPTO patents (1976-2016). (1) Given the reactants [F:1][C:2]([F:25])([F:24])[S:3][CH2:4][CH2:5][CH2:6][CH2:7][CH2:8][O:9][C:10]1[CH:15]=[C:14]([S:16][CH2:17][C:18]([F:21])([F:20])[F:19])[C:13]([Cl:22])=[CH:12][C:11]=1[F:23].ClC1C=CC=C(C(OO)=[O:34])C=1.CCCCCC.C(OCC)(=O)C, predict the reaction product. The product is: [F:25][C:2]([F:1])([F:24])[S:3][CH2:4][CH2:5][CH2:6][CH2:7][CH2:8][O:9][C:10]1[CH:15]=[C:14]([S:16]([CH2:17][C:18]([F:21])([F:19])[F:20])=[O:34])[C:13]([Cl:22])=[CH:12][C:11]=1[F:23]. (2) Given the reactants [NH2:1]C1C2C(=O)N(C3C=CC(C4C=NN(CCC(OCC)=O)C=4)=C(F)C=3)CCOC=2N=CN=1.Cl[C:34]1[C:39]2[C:40](=[O:68])[N:41]([C:45]3[CH:50]=[CH:49][C:48]([N:51]4[CH2:55][CH2:54][N:53]([CH2:56][C:57]([O:59]CC)=[O:58])[C:52]4=[O:62])=[C:47]([O:63][C:64]([F:67])([F:66])[F:65])[CH:46]=3)[CH2:42][CH2:43][O:44][C:38]=2[N:37]=[CH:36][N:35]=1.C([O-])([O-])=O.[Cs+].[Cs+], predict the reaction product. The product is: [NH2:1][C:34]1[C:39]2[C:40](=[O:68])[N:41]([C:45]3[CH:50]=[CH:49][C:48]([N:51]4[CH2:55][CH2:54][N:53]([CH2:56][C:57]([OH:59])=[O:58])[C:52]4=[O:62])=[C:47]([O:63][C:64]([F:66])([F:67])[F:65])[CH:46]=3)[CH2:42][CH2:43][O:44][C:38]=2[N:37]=[CH:36][N:35]=1. (3) Given the reactants [C:1]([C:3]1[CH:4]=[C:5](B(O)O)[CH:6]=[CH:7][C:8]=1[O:9][CH2:10][CH:11]([CH3:13])[CH3:12])#[N:2].Br[C:18]1[S:22][C:21]([C:23]2[NH:27][N:26]=[N:25][N:24]=2)=[CH:20][CH:19]=1.[Cl-].C1(C(C2C=CC=CC=2)C2C=CC=CC=2)C=CC=CC=1, predict the reaction product. The product is: [CH2:10]([O:9][C:8]1[CH:7]=[CH:6][C:5]([C:18]2[S:22][C:21]([C:23]3[NH:27][N:26]=[N:25][N:24]=3)=[CH:20][CH:19]=2)=[CH:4][C:3]=1[C:1]#[N:2])[CH:11]([CH3:13])[CH3:12]. (4) Given the reactants [OH:1][C:2]1[C:3]([CH3:16])=[C:4]([NH:8][C:9](=[O:15])[O:10][C:11]([CH3:14])([CH3:13])[CH3:12])[CH:5]=[CH:6][CH:7]=1.[H-].[Na+].FC(F)(F)S(O[C:25]1[C:34]2[C:33](=[O:35])[N:32]([CH2:36][C:37]3[CH:42]=[CH:41][C:40]([O:43][CH3:44])=[CH:39][CH:38]=3)[C:31](=[O:45])[N:30]([C:46]3[CH:51]=[CH:50][C:49]([I:52])=[CH:48][C:47]=3[F:53])[C:29]=2[N:28]([CH3:54])[C:27](=[O:55])[CH:26]=1)(=O)=O, predict the reaction product. The product is: [F:53][C:47]1[CH:48]=[C:49]([I:52])[CH:50]=[CH:51][C:46]=1[N:30]1[C:29]2[N:28]([CH3:54])[C:27](=[O:55])[CH:26]=[C:25]([O:1][C:2]3[C:3]([CH3:16])=[C:4]([NH:8][C:9](=[O:15])[O:10][C:11]([CH3:12])([CH3:13])[CH3:14])[CH:5]=[CH:6][CH:7]=3)[C:34]=2[C:33](=[O:35])[N:32]([CH2:36][C:37]2[CH:38]=[CH:39][C:40]([O:43][CH3:44])=[CH:41][CH:42]=2)[C:31]1=[O:45]. (5) Given the reactants Cl.[C:2]([C:6]1[N:11]=[CH:10][C:9]([C:12]2[N:13]([C:33]([N:35]3[CH2:40][CH2:39][N:38]([CH2:41][C:42](O)=[O:43])[CH2:37][CH2:36]3)=[O:34])[C@@:14]([C:26]3[CH:31]=[CH:30][C:29]([Cl:32])=[CH:28][CH:27]=3)([CH3:25])[C@@:15]([C:18]3[CH:23]=[CH:22][C:21]([Cl:24])=[CH:20][CH:19]=3)([CH3:17])[N:16]=2)=[C:8]([O:45][CH2:46][CH3:47])[CH:7]=1)([CH3:5])([CH3:4])[CH3:3].F[P-](F)(F)(F)(F)F.N1(OC(N(C)C)=[N+](C)C)C2N=CC=CC=2N=N1.[NH:72]1[CH2:77][CH2:76][NH:75][CH2:74][C:73]1=[O:78].C(N(CC)CC)C, predict the reaction product. The product is: [C:2]([C:6]1[N:11]=[CH:10][C:9]([C:12]2[N:13]([C:33]([N:35]3[CH2:36][CH2:37][N:38]([CH2:41][C:42]([N:75]4[CH2:76][CH2:77][NH:72][C:73](=[O:78])[CH2:74]4)=[O:43])[CH2:39][CH2:40]3)=[O:34])[C@@:14]([C:26]3[CH:27]=[CH:28][C:29]([Cl:32])=[CH:30][CH:31]=3)([CH3:25])[C@@:15]([C:18]3[CH:23]=[CH:22][C:21]([Cl:24])=[CH:20][CH:19]=3)([CH3:17])[N:16]=2)=[C:8]([O:45][CH2:46][CH3:47])[CH:7]=1)([CH3:4])([CH3:3])[CH3:5]. (6) Given the reactants [NH2:1][C:2]1[CH:10]=[CH:9][CH:8]=[C:7]([CH3:11])[C:3]=1[C:4]([OH:6])=O.S(Cl)(Cl)=O.[Cl:16][C:17]1[CH:23]=[CH:22][CH:21]=[CH:20][C:18]=1[NH2:19], predict the reaction product. The product is: [NH2:1][C:2]1[CH:10]=[CH:9][CH:8]=[C:7]([CH3:11])[C:3]=1[C:4]([NH:19][C:18]1[CH:20]=[CH:21][CH:22]=[CH:23][C:17]=1[Cl:16])=[O:6]. (7) Given the reactants [N:1]1([C:5]2[CH:10]=[CH:9][N:8]=[C:7]([NH2:11])[CH:6]=2)[CH2:4][CH2:3][CH2:2]1.Br[CH2:13][C:14]([C:16]1[CH:17]=[C:18]([CH3:22])[CH:19]=[CH:20][CH:21]=1)=O, predict the reaction product. The product is: [N:1]1([C:5]2[CH:10]=[CH:9][N:8]3[CH:13]=[C:14]([C:16]4[CH:17]=[C:18]([CH3:22])[CH:19]=[CH:20][CH:21]=4)[N:11]=[C:7]3[CH:6]=2)[CH2:4][CH2:3][CH2:2]1. (8) Given the reactants C([O:4][C:5]1[C:6]([O:28][CH2:29][CH3:30])=[CH:7][CH:8]=[C:9]2[C:14]=1[CH:13]=[N:12][CH:11]=[C:10]2[C:15](=[O:27])[C:16]1[CH:21]=[C:20]([O:22][CH3:23])[C:19]([O:24][CH3:25])=[C:18]([Br:26])[CH:17]=1)(=O)C.N, predict the reaction product. The product is: [Br:26][C:18]1[CH:17]=[C:16]([C:15]([C:10]2[C:9]3[C:14](=[C:5]([OH:4])[C:6]([O:28][CH2:29][CH3:30])=[CH:7][CH:8]=3)[CH:13]=[N:12][CH:11]=2)=[O:27])[CH:21]=[C:20]([O:22][CH3:23])[C:19]=1[O:24][CH3:25]. (9) Given the reactants [N:1]1([CH2:13][C:14]([O:16][CH2:17][CH3:18])=[O:15])[CH2:6][CH2:5][CH:4]([CH:7]2[CH2:12][CH2:11][NH:10][CH2:9][CH2:8]2)[CH2:3][CH2:2]1.[O:19]=[C:20]1[N:26]([CH:27]2[CH2:32][CH2:31][N:30]([C:33]([O:35][C@@H:36]([C:54](O)=[O:55])[CH2:37][C:38]3[CH:43]=[C:42]([CH3:44])[C:41]([O:45][CH2:46][C:47]4[CH:52]=[CH:51][CH:50]=[CH:49][CH:48]=4)=[C:40]([CH3:53])[CH:39]=3)=[O:34])[CH2:29][CH2:28]2)[CH2:25][CH2:24][C:23]2[CH:57]=[CH:58][CH:59]=[CH:60][C:22]=2[NH:21]1.CN(C(ON1N=NC2C=CC=CC1=2)=[N+](C)C)C.[B-](F)(F)(F)F.C(N(C(C)C)C(C)C)C.C([O-])([O-])=O.[K+].[K+], predict the reaction product. The product is: [O:19]=[C:20]1[N:26]([CH:27]2[CH2:32][CH2:31][N:30]([C:33]([O:35][C@H:36]([CH2:37][C:38]3[CH:43]=[C:42]([CH3:44])[C:41]([O:45][CH2:46][C:47]4[CH:52]=[CH:51][CH:50]=[CH:49][CH:48]=4)=[C:40]([CH3:53])[CH:39]=3)[C:54]([N:10]3[CH2:11][CH2:12][CH:7]([CH:4]4[CH2:5][CH2:6][N:1]([CH2:13][C:14]([O:16][CH2:17][CH3:18])=[O:15])[CH2:2][CH2:3]4)[CH2:8][CH2:9]3)=[O:55])=[O:34])[CH2:29][CH2:28]2)[CH2:25][CH2:24][C:23]2[CH:57]=[CH:58][CH:59]=[CH:60][C:22]=2[NH:21]1.